Dataset: Full USPTO retrosynthesis dataset with 1.9M reactions from patents (1976-2016). Task: Predict the reactants needed to synthesize the given product. (1) Given the product [CH3:1][C:2]1[C:14]2[N:13]([CH2:17][C:18]3[CH:23]=[CH:22][CH:21]=[CH:20][CH:19]=3)[C:12]3[C:7](=[CH:8][CH:9]=[C:10]([O:15][CH2:6][C:7]4[CH:12]=[CH:11][CH:10]=[CH:9][CH:8]=4)[CH:11]=3)[C:6]=2[CH:5]=[CH:4][N:3]=1, predict the reactants needed to synthesize it. The reactants are: [CH3:1][C:2]1[C:14]2[NH:13][C:12]3[C:7](=[CH:8][CH:9]=[C:10]([OH:15])[CH:11]=3)[C:6]=2[CH:5]=[CH:4][N:3]=1.Br[CH2:17][C:18]1[CH:23]=[CH:22][CH:21]=[CH:20][CH:19]=1. (2) Given the product [Cl:20][C:18]1[CH:19]=[C:14]([N:4]2[C:5]3[C:10](=[CH:9][C:8]([C:11]#[N:12])=[C:7]([F:13])[CH:6]=3)[C:2]([CH3:26])=[CH:3]2)[CH:15]=[N:16][C:17]=1[O:21][CH2:22][CH:23]([CH3:25])[CH3:24], predict the reactants needed to synthesize it. The reactants are: Br[C:2]1[C:10]2[C:5](=[CH:6][C:7]([F:13])=[C:8]([C:11]#[N:12])[CH:9]=2)[N:4]([C:14]2[CH:15]=[N:16][C:17]([O:21][CH2:22][CH:23]([CH3:25])[CH3:24])=[C:18]([Cl:20])[CH:19]=2)[CH:3]=1.[C:26]([O-])([O-])=O.[Cs+].[Cs+].CB1OB(C)OB(C)O1. (3) The reactants are: [Br-].C([P+]([C:20]1[CH:25]=[CH:24][CH:23]=[CH:22][CH:21]=1)([C:20]1[CH:25]=[CH:24][CH:23]=[CH:22][CH:21]=1)[C:20]1[CH:25]=[CH:24][CH:23]=[CH:22][CH:21]=1)CCCC.C([Li])CCC.CCCCCC.[Br:37][C:38]1[CH:39]=[N:40][CH:41]=[CH:42][C:43]=1C=O. Given the product [Br:37][C:38]1[CH:39]=[N:40][CH:41]=[CH:42][C:43]=1[CH:21]=[CH:22][CH2:23][CH2:24][CH2:25][CH3:20], predict the reactants needed to synthesize it. (4) Given the product [OH:12][NH:11][C:4](=[NH:5])[C:3]1[CH:6]=[CH:7][N:8]=[CH:9][C:2]=1[CH3:1], predict the reactants needed to synthesize it. The reactants are: [CH3:1][C:2]1[CH:9]=[N:8][CH:7]=[CH:6][C:3]=1[C:4]#[N:5].Cl.[NH2:11][OH:12].C([O-])([O-])=O.[Na+].[Na+]. (5) The reactants are: N1C=CN=C1.[CH3:6][O:7][C:8](=[O:18])[CH2:9][C:10]1[CH:15]=[C:14]([OH:16])[CH:13]=[C:12]([OH:17])[CH:11]=1.ClCCl.[C:22]([Si:26](Cl)([C:33]1[CH:38]=[CH:37][CH:36]=[CH:35][CH:34]=1)[C:27]1[CH:32]=[CH:31][CH:30]=[CH:29][CH:28]=1)([CH3:25])([CH3:24])[CH3:23]. Given the product [CH3:6][O:7][C:8](=[O:18])[CH2:9][C:10]1[CH:15]=[C:14]([OH:16])[CH:13]=[C:12]([O:17][Si:26]([C:22]([CH3:25])([CH3:24])[CH3:23])([C:33]2[CH:34]=[CH:35][CH:36]=[CH:37][CH:38]=2)[C:27]2[CH:32]=[CH:31][CH:30]=[CH:29][CH:28]=2)[CH:11]=1, predict the reactants needed to synthesize it. (6) The reactants are: [F:1][C:2]([F:24])([F:23])[C:3]1[CH:4]=[C:5]([C:13]2[N:17]=[CH:16][N:15](/[CH:18]=[CH:19]\[C:20]([OH:22])=O)[N:14]=2)[CH:6]=[C:7]([C:9]([F:12])([F:11])[F:10])[CH:8]=1.[CH3:25][N:26]([C:28]1[CH:33]=[CH:32][CH:31]=[CH:30][N:29]=1)[NH2:27].CCOC(C)=O.CCN(C(C)C)C(C)C. Given the product [F:11][C:9]([F:12])([F:10])[C:7]1[CH:6]=[C:5]([C:13]2[N:17]=[CH:16][N:15](/[CH:18]=[CH:19]\[C:20]([NH:27][N:26]([CH3:25])[C:28]3[CH:33]=[CH:32][CH:31]=[CH:30][N:29]=3)=[O:22])[N:14]=2)[CH:4]=[C:3]([C:2]([F:24])([F:23])[F:1])[CH:8]=1, predict the reactants needed to synthesize it.